From a dataset of Drug half-life prediction data from Obach et al.. Regression/Classification. Given a drug SMILES string, predict its absorption, distribution, metabolism, or excretion properties. Task type varies by dataset: regression for continuous measurements (e.g., permeability, clearance, half-life) or binary classification for categorical outcomes (e.g., BBB penetration, CYP inhibition). For this dataset (half_life_obach), we predict log10(half-life) (log10 of half-life in hours). The compound is CCCCCc1cc(O)c2c(c1)OC(C)(C)[C@@H]1CCC(C)=C[C@@H]21. The log10(half-life) is 1.52.